Dataset: Full USPTO retrosynthesis dataset with 1.9M reactions from patents (1976-2016). Task: Predict the reactants needed to synthesize the given product. Given the product [CH:8]1([CH2:11][CH2:12][NH:13][C:14]([C:16]2[N:17]=[N:18][C:19]([N:22]3[CH2:27][CH2:26][N:25]([C:5]([C:2]4([OH:1])[CH2:4][CH2:3]4)=[O:7])[CH2:24][CH2:23]3)=[CH:20][CH:21]=2)=[O:15])[CH2:10][CH2:9]1, predict the reactants needed to synthesize it. The reactants are: [OH:1][C:2]1([C:5]([OH:7])=O)[CH2:4][CH2:3]1.[CH:8]1([CH2:11][CH2:12][NH:13][C:14]([C:16]2[N:17]=[N:18][C:19]([N:22]3[CH2:27][CH2:26][NH:25][CH2:24][CH2:23]3)=[CH:20][CH:21]=2)=[O:15])[CH2:10][CH2:9]1.